Dataset: Full USPTO retrosynthesis dataset with 1.9M reactions from patents (1976-2016). Task: Predict the reactants needed to synthesize the given product. (1) Given the product [Br:8][C:5]1[CH:6]=[CH:7][C:2]([C@H:30]([NH:29][C@@H:23]([CH2:24][C:25]([F:27])([F:28])[CH3:26])[CH2:22][OH:21])[C:31]([F:34])([F:33])[F:32])=[CH:3][CH:4]=1, predict the reactants needed to synthesize it. The reactants are: Br[C:2]1[CH:7]=[CH:6][C:5]([Br:8])=[CH:4][CH:3]=1.[Li]CCCC.[Si]([O:21][CH2:22][C@@H:23](/[N:29]=[CH:30]/[C:31]([F:34])([F:33])[F:32])[CH2:24][C:25]([F:28])([F:27])[CH3:26])(C(C)(C)C)(C)C.[Cl-].[NH4+]. (2) Given the product [CH:24]1([S:30]([NH:33][C:12](=[O:14])[CH2:11][CH2:10][C:9]2[N:5]([CH2:4][C:3]3[CH:19]=[CH:20][C:21]([Cl:23])=[CH:22][C:2]=3[Cl:1])[N:6]=[C:7]([O:15][CH:16]([CH3:18])[CH3:17])[CH:8]=2)(=[O:32])=[O:31])[CH2:29][CH2:28][CH2:27][CH2:26][CH2:25]1, predict the reactants needed to synthesize it. The reactants are: [Cl:1][C:2]1[CH:22]=[C:21]([Cl:23])[CH:20]=[CH:19][C:3]=1[CH2:4][N:5]1[C:9]([CH2:10][CH2:11][C:12]([OH:14])=O)=[CH:8][C:7]([O:15][CH:16]([CH3:18])[CH3:17])=[N:6]1.[CH:24]1([S:30]([NH2:33])(=[O:32])=[O:31])[CH2:29][CH2:28][CH2:27][CH2:26][CH2:25]1.N12CCCN=C1CCCCC2.